Predict the reaction yield, written as a fraction of the theoretical maximum amount of product (1.0 means a 100% yield; for example, 0.34 means a 34% yield). From a dataset of Reaction yield outcomes from USPTO patents with 853,638 reactions. (1) The reactants are Cl.[CH3:2][N:3]1[C:12]2[C:7](=[CH:8][C:9]([C:13]3[CH:14]=[N:15][CH:16]=[C:17]([O:19][C@H:20]4[CH2:24][CH2:23][NH:22][CH2:21]4)[CH:18]=3)=[CH:10][CH:11]=2)[CH2:6][CH2:5][C:4]1=[O:25].[CH3:26][N:27]1[CH:31]=[C:30]([C:32](O)=[O:33])[CH:29]=[N:28]1.CCN(C(C)C)C(C)C.C([O-])(O)=O.[Na+]. The catalyst is CCOC(C)=O. The product is [CH3:2][N:3]1[C:12]2[C:7](=[CH:8][C:9]([C:13]3[CH:14]=[N:15][CH:16]=[C:17]([O:19][C@H:20]4[CH2:24][CH2:23][N:22]([C:32]([C:30]5[CH:29]=[N:28][N:27]([CH3:26])[CH:31]=5)=[O:33])[CH2:21]4)[CH:18]=3)=[CH:10][CH:11]=2)[CH2:6][CH2:5][C:4]1=[O:25]. The yield is 0.751. (2) The reactants are Br[C:2]1[N:3]=[CH:4][S:5][C:6]=1[NH:7][C:8](=[O:14])[O:9][C:10]([CH3:13])([CH3:12])[CH3:11].O1[CH2:20][CH2:19]OCC1. The catalyst is C1C=CC([P]([Pd]([P](C2C=CC=CC=2)(C2C=CC=CC=2)C2C=CC=CC=2)([P](C2C=CC=CC=2)(C2C=CC=CC=2)C2C=CC=CC=2)[P](C2C=CC=CC=2)(C2C=CC=CC=2)C2C=CC=CC=2)(C2C=CC=CC=2)C2C=CC=CC=2)=CC=1. The product is [N:3]1[CH:20]=[CH:19][N:7]=[CH:6][C:2]=1[C:2]1[N:3]=[CH:4][S:5][C:6]=1[NH:7][C:8](=[O:14])[O:9][C:10]([CH3:13])([CH3:12])[CH3:11]. The yield is 0.620.